Regression. Given two drug SMILES strings and cell line genomic features, predict the synergy score measuring deviation from expected non-interaction effect. From a dataset of NCI-60 drug combinations with 297,098 pairs across 59 cell lines. (1) Drug 1: CCCCC(=O)OCC(=O)C1(CC(C2=C(C1)C(=C3C(=C2O)C(=O)C4=C(C3=O)C=CC=C4OC)O)OC5CC(C(C(O5)C)O)NC(=O)C(F)(F)F)O. Drug 2: C1CN(P(=O)(OC1)NCCCl)CCCl. Cell line: HS 578T. Synergy scores: CSS=28.4, Synergy_ZIP=5.73, Synergy_Bliss=11.0, Synergy_Loewe=-33.7, Synergy_HSA=5.87. (2) Drug 1: C1=CC(=CC=C1CCCC(=O)O)N(CCCl)CCCl. Drug 2: CC=C1C(=O)NC(C(=O)OC2CC(=O)NC(C(=O)NC(CSSCCC=C2)C(=O)N1)C(C)C)C(C)C. Cell line: EKVX. Synergy scores: CSS=57.1, Synergy_ZIP=23.3, Synergy_Bliss=20.6, Synergy_Loewe=-41.9, Synergy_HSA=25.0. (3) Drug 1: CCCS(=O)(=O)NC1=C(C(=C(C=C1)F)C(=O)C2=CNC3=C2C=C(C=N3)C4=CC=C(C=C4)Cl)F. Drug 2: CN(CC1=CN=C2C(=N1)C(=NC(=N2)N)N)C3=CC=C(C=C3)C(=O)NC(CCC(=O)O)C(=O)O. Cell line: SNB-75. Synergy scores: CSS=4.69, Synergy_ZIP=-3.96, Synergy_Bliss=0.826, Synergy_Loewe=-26.1, Synergy_HSA=-0.462. (4) Drug 1: CC1=C2C(C(=O)C3(C(CC4C(C3C(C(C2(C)C)(CC1OC(=O)C(C(C5=CC=CC=C5)NC(=O)OC(C)(C)C)O)O)OC(=O)C6=CC=CC=C6)(CO4)OC(=O)C)OC)C)OC. Drug 2: C#CCC(CC1=CN=C2C(=N1)C(=NC(=N2)N)N)C3=CC=C(C=C3)C(=O)NC(CCC(=O)O)C(=O)O. Cell line: NCI-H522. Synergy scores: CSS=26.5, Synergy_ZIP=-8.08, Synergy_Bliss=-7.03, Synergy_Loewe=-7.33, Synergy_HSA=-6.63. (5) Drug 1: C1=CC(=CC=C1C#N)C(C2=CC=C(C=C2)C#N)N3C=NC=N3. Drug 2: CC(C)CN1C=NC2=C1C3=CC=CC=C3N=C2N. Cell line: A498. Synergy scores: CSS=2.25, Synergy_ZIP=-1.11, Synergy_Bliss=-0.737, Synergy_Loewe=-0.938, Synergy_HSA=-0.629. (6) Drug 1: CC(CN1CC(=O)NC(=O)C1)N2CC(=O)NC(=O)C2. Drug 2: CC1=C2C(C(=O)C3(C(CC4C(C3C(C(C2(C)C)(CC1OC(=O)C(C(C5=CC=CC=C5)NC(=O)C6=CC=CC=C6)O)O)OC(=O)C7=CC=CC=C7)(CO4)OC(=O)C)O)C)OC(=O)C. Cell line: SF-268. Synergy scores: CSS=31.3, Synergy_ZIP=-1.57, Synergy_Bliss=1.93, Synergy_Loewe=-6.61, Synergy_HSA=0.289. (7) Drug 1: CC(CN1CC(=O)NC(=O)C1)N2CC(=O)NC(=O)C2. Drug 2: CC1OCC2C(O1)C(C(C(O2)OC3C4COC(=O)C4C(C5=CC6=C(C=C35)OCO6)C7=CC(=C(C(=C7)OC)O)OC)O)O. Cell line: BT-549. Synergy scores: CSS=41.2, Synergy_ZIP=10.0, Synergy_Bliss=9.48, Synergy_Loewe=2.95, Synergy_HSA=12.8.